From a dataset of TCR-epitope binding with 47,182 pairs between 192 epitopes and 23,139 TCRs. Binary Classification. Given a T-cell receptor sequence (or CDR3 region) and an epitope sequence, predict whether binding occurs between them. (1) The epitope is SSTFNVPMEKLK. The TCR CDR3 sequence is CASSYLGQGYEQYF. Result: 0 (the TCR does not bind to the epitope). (2) The epitope is SQASSRSSSR. Result: 0 (the TCR does not bind to the epitope). The TCR CDR3 sequence is CASRWKGSGAKNIQYF. (3) The epitope is RTLNAWVKV. The TCR CDR3 sequence is CSVATSSYEQYF. Result: 0 (the TCR does not bind to the epitope). (4) The epitope is FLNRFTTTL. The TCR CDR3 sequence is RASSLEGSHEQYF. Result: 1 (the TCR binds to the epitope). (5) The epitope is KPLEFGATSAAL. The TCR CDR3 sequence is CASRRPQEGTEAFF. Result: 0 (the TCR does not bind to the epitope). (6) The epitope is RAKFKQLL. The TCR CDR3 sequence is CASSPWADVVTDTQYF. Result: 1 (the TCR binds to the epitope). (7) Result: 0 (the TCR does not bind to the epitope). The TCR CDR3 sequence is CASSFGGGPNEQFF. The epitope is QARQMVQAMRTIGTHP. (8) The epitope is ARMILMTHF. The TCR CDR3 sequence is CASSLGQGKEATNEKLFF. Result: 0 (the TCR does not bind to the epitope). (9) Result: 1 (the TCR binds to the epitope). The epitope is VLWAHGFEL. The TCR CDR3 sequence is CASSLVGQPQHF.